This data is from Full USPTO retrosynthesis dataset with 1.9M reactions from patents (1976-2016). The task is: Predict the reactants needed to synthesize the given product. (1) Given the product [NH2:1][CH:4]1[N:8]([C:9]2[CH:14]=[CH:13][N:12]=[C:11]([CH3:15])[CH:10]=2)[CH:7]=[CH:6][NH:5]1, predict the reactants needed to synthesize it. The reactants are: [N+:1]([CH:4]1[N:8]([C:9]2[CH:14]=[CH:13][N:12]=[C:11]([CH3:15])[CH:10]=2)[CH:7]=[CH:6][NH:5]1)([O-])=O. (2) Given the product [CH2:16]([N:13]1[C:14]2[CH:1]=[CH:2][CH:3]=[CH:4][C:5]=2[S:6][C:7]2[C:12]1=[CH:11][CH:10]=[CH:9][CH:8]=2)[CH3:17], predict the reactants needed to synthesize it. The reactants are: [CH:1]1[C:14]2[NH:13][C:12]3[C:7](=[CH:8][CH:9]=[CH:10][CH:11]=3)[S:6][C:5]=2[CH:4]=[CH:3][CH:2]=1.I[CH2:16][CH3:17].[OH-].[K+].